From a dataset of Choline transporter screen with 302,306 compounds. Binary Classification. Given a drug SMILES string, predict its activity (active/inactive) in a high-throughput screening assay against a specified biological target. The molecule is O(C(=O)C(NC(=O)c1ccc([N+]([O-])=O)cc1)CCCCNC(=O)c1ccc([N+]([O-])=O)cc1)C. The result is 0 (inactive).